This data is from Catalyst prediction with 721,799 reactions and 888 catalyst types from USPTO. The task is: Predict which catalyst facilitates the given reaction. (1) Reactant: [N:1]1[CH:6]=[CH:5][CH:4]=[C:3]2[CH2:7][CH2:8][CH2:9][CH2:10][CH2:11][C:2]=12.C1C=C(Cl)C=C(C(OO)=[O:20])C=1. Product: [N+:1]1([O-:20])[CH:6]=[CH:5][CH:4]=[C:3]2[CH2:7][CH2:8][CH2:9][CH2:10][CH2:11][C:2]=12. The catalyst class is: 2. (2) Reactant: [NH2:1][C:2]1[CH:12]=[CH:11][C:5]2[N:6]([CH3:10])[C:7](=[O:9])[O:8][C:4]=2[CH:3]=1.[C:13]([C:15](=[C:24](OCC)[CH3:25])[C:16]([NH:18][C:19](=O)[O:20]CC)=[O:17])#[N:14].CC(C)([O-])C.[K+].Cl. Product: [CH3:25][C:24]1[N:1]([C:2]2[CH:12]=[CH:11][C:5]3[N:6]([CH3:10])[C:7](=[O:9])[O:8][C:4]=3[CH:3]=2)[C:19](=[O:20])[NH:18][C:16](=[O:17])[C:15]=1[C:13]#[N:14]. The catalyst class is: 8. (3) Reactant: [CH2:1]([C@@:5]1([CH2:29][CH3:30])[N:11]([OH:12])[C@H:10]([C:13]2[CH:18]=[CH:17][CH:16]=[CH:15][CH:14]=2)[C:9]2[CH:19]=[C:20]([O:25][CH3:26])[C:21]([CH:23]=O)=[CH:22][C:8]=2[S:7](=[O:28])(=[O:27])[CH2:6]1)[CH2:2][CH2:3][CH3:4].[NH2:31][CH:32]([CH2:38][C:39]([O:41][CH3:42])=[O:40])[CH2:33][C:34]([O:36][CH3:37])=[O:35]. Product: [CH2:1]([C@@:5]1([CH2:29][CH3:30])[N:11]([OH:12])[C@H:10]([C:13]2[CH:18]=[CH:17][CH:16]=[CH:15][CH:14]=2)[C:9]2[CH:19]=[C:20]([O:25][CH3:26])[C:21]([CH2:23][NH:31][CH:32]([CH2:33][C:34]([O:36][CH3:37])=[O:35])[CH2:38][C:39]([O:41][CH3:42])=[O:40])=[CH:22][C:8]=2[S:7](=[O:28])(=[O:27])[CH2:6]1)[CH2:2][CH2:3][CH3:4]. The catalyst class is: 2. (4) Reactant: F[C:2]1[C:3]([CH3:23])=[N:4][C:5]2[C:10]([N:11]=1)=[C:9]([C:12]1[NH:20][C:19]3[CH:18]([CH3:21])[CH2:17][NH:16][C:15](=[O:22])[C:14]=3[CH:13]=1)[CH:8]=[CH:7][CH:6]=2.[CH3:24][NH2:25]. Product: [CH3:21][CH:18]1[CH2:17][NH:16][C:15](=[O:22])[C:14]2[CH:13]=[C:12]([C:9]3[CH:8]=[CH:7][CH:6]=[C:5]4[C:10]=3[N:11]=[C:2]([NH:25][CH3:24])[C:3]([CH3:23])=[N:4]4)[NH:20][C:19]1=2. The catalyst class is: 58. (5) Reactant: [CH2:1]([C:8]1[CH:13]=[C:12]([Br:14])[CH:11]=[CH:10][C:9]=1[OH:15])[C:2]1[CH:7]=[CH:6][CH:5]=[CH:4][CH:3]=1.[H-].[Na+].[C:18]([O:21][CH2:22][CH3:23])(=[O:20])[CH3:19]. Product: [CH2:1]([C:8]1[CH:13]=[C:12]([Br:14])[CH:11]=[CH:10][C:9]=1[O:15][CH2:19][C:18]([O:21][CH2:22][CH3:23])=[O:20])[C:2]1[CH:3]=[CH:4][CH:5]=[CH:6][CH:7]=1. The catalyst class is: 1.